From a dataset of Full USPTO retrosynthesis dataset with 1.9M reactions from patents (1976-2016). Predict the reactants needed to synthesize the given product. (1) The reactants are: [C:1]([O:5][C:6]([N:8]1[CH2:13][CH2:12][CH2:11][CH:10]([C:14](=[NH:17])[NH:15][OH:16])[CH2:9]1)=[O:7])([CH3:4])([CH3:3])[CH3:2].[N:18]1[CH:23]=[CH:22][CH:21]=[CH:20][C:19]=1[C:24](O)=O. Given the product [C:1]([O:5][C:6]([N:8]1[CH2:13][CH2:12][CH2:11][CH:10]([C:14]2[N:17]=[C:24]([C:19]3[CH:20]=[CH:21][CH:22]=[CH:23][N:18]=3)[O:16][N:15]=2)[CH2:9]1)=[O:7])([CH3:4])([CH3:2])[CH3:3], predict the reactants needed to synthesize it. (2) Given the product [Cl:1][C:2]1[CH:10]=[CH:9][C:5]2[N:6]([CH2:43][C:44]3[C:52]4[C:47](=[N:48][CH:49]=[CH:50][CH:51]=4)[NH:46][N:45]=3)[N:7]=[N:8][C:4]=2[C:3]=1[O:11][C:12]1[CH:13]=[C:14]([C:20]#[N:21])[CH:15]=[C:16]([CH:19]=1)[C:17]#[N:18], predict the reactants needed to synthesize it. The reactants are: [Cl:1][C:2]1[CH:10]=[CH:9][C:5]2[NH:6][N:7]=[N:8][C:4]=2[C:3]=1[O:11][C:12]1[CH:13]=[C:14]([C:20]#[N:21])[CH:15]=[C:16]([CH:19]=1)[C:17]#[N:18].ClC1C=C(C=C(OC2C3N=NNC=3C=CC=2Cl)C=1)C#N.Br[CH2:43][C:44]1[C:52]2[C:47](=[N:48][CH:49]=[CH:50][CH:51]=2)[N:46](C(OCCCC)=O)[N:45]=1.C(=O)([O-])[O-].[Cs+].[Cs+].